This data is from Reaction yield outcomes from USPTO patents with 853,638 reactions. The task is: Predict the reaction yield, written as a fraction of the theoretical maximum amount of product (1.0 means a 100% yield; for example, 0.34 means a 34% yield). (1) The reactants are Cl.Cl[CH2:3][C:4]1[N:5]([CH2:9][C:10]2[CH:15]=[C:14]([Cl:16])[CH:13]=[C:12]([Cl:17])[CH:11]=2)[CH:6]=[CH:7][N:8]=1.[Cl:18][C:19]1[CH:24]=[CH:23][C:22]([OH:25])=[CH:21][C:20]=1[O:26][CH3:27].C([O-])([O-])=O.[K+].[K+].Cl. The catalyst is O.CS(C)=O. The product is [Cl:18][C:19]1[CH:24]=[CH:23][C:22]([O:25][CH2:3][C:4]2[N:5]([CH2:9][C:10]3[CH:15]=[C:14]([Cl:16])[CH:13]=[C:12]([Cl:17])[CH:11]=3)[CH:6]=[CH:7][N:8]=2)=[CH:21][C:20]=1[O:26][CH3:27]. The yield is 0.970. (2) The reactants are [CH2:1]([O:8][C:9]1[CH:10]=[CH:11][CH:12]=[C:13]2[C:17]=1[NH:16][C:15]([C:18]([O:20]CC)=[O:19])=[CH:14]2)[C:2]1[CH:7]=[CH:6][CH:5]=[CH:4][CH:3]=1.O[Li].O.O. The catalyst is C1COCC1.CC(OC)(C)C. The product is [CH2:1]([O:8][C:9]1[CH:10]=[CH:11][CH:12]=[C:13]2[C:17]=1[NH:16][C:15]([C:18]([OH:20])=[O:19])=[CH:14]2)[C:2]1[CH:7]=[CH:6][CH:5]=[CH:4][CH:3]=1. The yield is 0.950.